This data is from Experimentally validated miRNA-target interactions with 360,000+ pairs, plus equal number of negative samples. The task is: Binary Classification. Given a miRNA mature sequence and a target amino acid sequence, predict their likelihood of interaction. (1) The miRNA is hsa-miR-371b-3p with sequence AAGUGCCCCCACAGUUUGAGUGC. The protein sequence of the target gene is MAARSWQDELAQQAEEGSARLREMLSVGLGFLRTELGLDLGLEPKRYPGWVILVGTGALGLLLLFLLGYGWAAACAGARKKRRSPPRKREEAAAVPAAAPDDLALLKNLRSEEQKKKNRKKLSEKPKPNGRTVEVAEGEAVRTPQSVTAKQPPEIDKKNEKSKKNKKKSKSDAKAVQNSSRHDGKEVDEGAWETKISHREKRQQRKRDKVLTDSGSLDSTIPGIENTITVTTEQLTTASFPVGSKKNKGDSHLNVQVSNFKSGKGDSTLQVSSGLNENLTVNGGGWNEKSVKLSSQISAG.... Result: 0 (no interaction). (2) The miRNA is hsa-miR-4273 with sequence GUGUUCUCUGAUGGACAG. The protein sequence of the target gene is MERTEESAPGPGGADAASERRGLRCLLLPGFLEELRALLVLAGPAFLAQLMMFLISFISSVFCGHLGKLELDAVTLAIAVINVTGISVGHGLSSACDTLISQTYGSQNLKHVGVILQRGTLILLLCCFPCWALFINTEQILLLFRQDPDVSRLTQTYVMIFIPALPAAFLYTLQVKYLLNQGIVLPQIMTGIAANLVNALANYVFLYHLHLGVMGSALANTISQFALAIFLFLYILWRRLHQATWGGWSWECLQDWASFLRLAIPSMLMLCIEWWAYEVGSFLSGILGMVELGAQSITYE.... Result: 0 (no interaction). (3) The miRNA is hsa-miR-122-5p with sequence UGGAGUGUGACAAUGGUGUUUG. The protein sequence of the target gene is MPNSVLWAVDLFGRVYTLSTAGQYWEMCKDSQLEFKRVSATTQCCWGIACDNQVYVYVCASDVPIRRREEAYENQRWNPMGGFCEKLLLSDRWGWSDVSGLQHRPLDRVALPSPHWEWESDWYVDENFGGEPTEKGGWTYAIDFPATYTKDKKWNSCVRRRKWIRYRRYKSRDIWAKIPSKDDPKELPDPFNDLSVGGWEITEEPVGRLSVWAVSLQGKVWYREDVSHSNPEGSSWSLLDTPGEVVQISCGPHDLLWATLWEGQALVREGINRSNPKGSSWSIVEPPGSENGVMHISVGV.... Result: 1 (interaction). (4) The miRNA is hsa-miR-4646-5p with sequence ACUGGGAAGAGGAGCUGAGGGA. The protein sequence of the target gene is MSFLIDSSIMITSQILFFGFGWLFFMRQLFKDYEVRQYVVQVIFSVTFAFSCTMFELIIFEILGVLNSSSRYFHWKLNLCVILLILVFMVPFYIGYFIVSNIQLLHKQRLLFSCLLWLTFMYFFWKLGDPFPILSPKHGILSIEQLISRVGVIGVTLMALLSGFGAVNCPYTYMSYFLRNVTDTDILALERRLLQTMDMIISKKKRMAVARRTMFQRGDVQNKPSGLWGMLKSVTASAPGSENLTLIQQEVDALEELSRQLFLETADLYATKERIEYSKTFKGKYFNFLGYFFSIYCVWK.... Result: 0 (no interaction).